This data is from NCI-60 drug combinations with 297,098 pairs across 59 cell lines. The task is: Regression. Given two drug SMILES strings and cell line genomic features, predict the synergy score measuring deviation from expected non-interaction effect. (1) Drug 1: CC=C1C(=O)NC(C(=O)OC2CC(=O)NC(C(=O)NC(CSSCCC=C2)C(=O)N1)C(C)C)C(C)C. Drug 2: CNC(=O)C1=NC=CC(=C1)OC2=CC=C(C=C2)NC(=O)NC3=CC(=C(C=C3)Cl)C(F)(F)F. Cell line: OVCAR3. Synergy scores: CSS=45.3, Synergy_ZIP=-0.0202, Synergy_Bliss=-3.24, Synergy_Loewe=-71.9, Synergy_HSA=-4.29. (2) Drug 1: CC12CCC3C(C1CCC2O)C(CC4=C3C=CC(=C4)O)CCCCCCCCCS(=O)CCCC(C(F)(F)F)(F)F. Drug 2: C1=NC2=C(N1)C(=S)N=CN2. Cell line: MDA-MB-231. Synergy scores: CSS=28.6, Synergy_ZIP=3.89, Synergy_Bliss=3.44, Synergy_Loewe=-22.8, Synergy_HSA=0.561.